From a dataset of Catalyst prediction with 721,799 reactions and 888 catalyst types from USPTO. Predict which catalyst facilitates the given reaction. (1) Reactant: Cl[C:2]1[C:10]([C:11]2[CH:16]=[CH:15][C:14]([Cl:17])=[C:13]([Cl:18])[CH:12]=2)=[CH:9][C:5]([C:6]([OH:8])=[O:7])=[CH:4][N:3]=1.[Li+].[OH-].[F:21][C:22]([F:26])([F:25])[CH2:23][OH:24].O=[Si]=O. Product: [Cl:18][C:13]1[CH:12]=[C:11]([C:10]2[C:2]([O:24][CH2:23][C:22]([F:26])([F:25])[F:21])=[N:3][CH:4]=[C:5]([CH:9]=2)[C:6]([OH:8])=[O:7])[CH:16]=[CH:15][C:14]=1[Cl:17]. The catalyst class is: 58. (2) Reactant: [CH:1]([C:3]1[CH:30]=[CH:29][C:6]2[N:7]([CH2:24][C:25]([OH:28])([CH3:27])[CH3:26])[C:8]([NH:10][C:11]([C:13]3[S:14][C:15]([C:18]4[O:22][C:21]([CH3:23])=[N:20][CH:19]=4)=[CH:16][CH:17]=3)=[O:12])=[N:9][C:5]=2[CH:4]=1)=O.[CH:31]1(CN)[CH2:36][CH2:35][CH2:34][CH2:33][CH2:32]1.[N-:39]=[C:40]=O. Product: [CH:31]1([N:39]([CH2:1][C:3]2[CH:30]=[CH:29][C:6]3[N:7]([CH2:24][C:25]([OH:28])([CH3:26])[CH3:27])[C:8]([NH:10][C:11]([C:13]4[S:14][C:15]([C:18]5[O:22][C:21]([CH3:23])=[N:20][CH:19]=5)=[CH:16][CH:17]=4)=[O:12])=[N:9][C:5]=3[CH:4]=2)[CH3:40])[CH2:32][CH2:33][CH2:34][CH2:35][CH2:36]1. The catalyst class is: 1.